From a dataset of Forward reaction prediction with 1.9M reactions from USPTO patents (1976-2016). Predict the product of the given reaction. (1) Given the reactants Cl[CH2:2][C:3]([C:5]1[C:6]([CH:14]([CH3:16])[CH3:15])=[N:7][N:8]2[CH:13]=[CH:12][CH:11]=[CH:10][C:9]=12)=O.[NH2:17][C:18]([NH2:20])=[S:19].[H-].[Na+].O, predict the reaction product. The product is: [CH:14]([C:6]1[C:5]([C:3]2[CH2:2][S:19][C:18](=[NH:17])[N:20]=2)=[C:9]2[CH:10]=[CH:11][CH:12]=[CH:13][N:8]2[N:7]=1)([CH3:16])[CH3:15]. (2) The product is: [Cl:32][C:33]1[CH:34]=[CH:35][C:36]([O:42][CH2:43][C@@H:44]([O:46][CH3:47])[CH3:45])=[C:37]([CH:41]=1)[C:38]([NH:1][CH:2]1[C:8](=[O:9])[NH:7][C:6]2[CH:19]=[CH:20][CH:21]=[CH:22][C:5]=2[C:4]([C:23]2[C:28]([Cl:29])=[CH:27][C:26]([Cl:30])=[CH:25][C:24]=2[Cl:31])=[N:3]1)=[O:39]. Given the reactants [NH2:1][CH:2]1[C:8](=[O:9])[N:7](CC2C=CC(OC)=CC=2)[C:6]2[CH:19]=[CH:20][CH:21]=[CH:22][C:5]=2[C:4]([C:23]2[C:28]([Cl:29])=[CH:27][C:26]([Cl:30])=[CH:25][C:24]=2[Cl:31])=[N:3]1.[Cl:32][C:33]1[CH:34]=[CH:35][C:36]([O:42][CH2:43][C@@H:44]([O:46][CH3:47])[CH3:45])=[C:37]([CH:41]=1)[C:38](O)=[O:39], predict the reaction product. (3) Given the reactants I[CH:2]1[CH:8]2[CH2:9][CH:5]([C:6](=[O:10])[O:7]2)[CH2:4][CH2:3]1.[OH-].[Na+].[CH2:13]([OH:15])[CH3:14], predict the reaction product. The product is: [CH:3]12[O:15][CH:13]1[CH2:14][CH2:9][CH:5]([C:6]([O:7][CH2:8][CH3:2])=[O:10])[CH2:4]2.